This data is from Catalyst prediction with 721,799 reactions and 888 catalyst types from USPTO. The task is: Predict which catalyst facilitates the given reaction. Reactant: C(OC([N:8]1[CH2:13][CH2:12][CH:11]([N:14]([CH3:21])[CH:15]2[CH2:20][CH2:19][O:18][CH2:17][CH2:16]2)[CH2:10][CH2:9]1)=O)(C)(C)C.C(O)(C(F)(F)F)=O. Product: [CH3:21][N:14]([CH:11]1[CH2:12][CH2:13][NH:8][CH2:9][CH2:10]1)[CH:15]1[CH2:20][CH2:19][O:18][CH2:17][CH2:16]1. The catalyst class is: 2.